Dataset: Forward reaction prediction with 1.9M reactions from USPTO patents (1976-2016). Task: Predict the product of the given reaction. (1) Given the reactants [F:1][C:2]1[CH:30]=[CH:29][CH:28]=[CH:27][C:3]=1[CH2:4][N:5]1[C:9]2=[N:10][CH:11]=[CH:12][CH:13]=[C:8]2[C:7]([C:14]2[N:15]=[C:16](I)[C:17]3[C:22]([CH3:24])([CH3:23])[C:21](=[O:25])[NH:20][C:18]=3[N:19]=2)=[N:6]1.[F:31][C:32]1[C:33]([OH:38])=[N:34][CH:35]=[CH:36][CH:37]=1.C(=O)([O-])[O-].[Cs+].[Cs+].OC1C=CC=CC=1C=NO, predict the reaction product. The product is: [F:1][C:2]1[CH:30]=[CH:29][CH:28]=[CH:27][C:3]=1[CH2:4][N:5]1[C:9]2=[N:10][CH:11]=[CH:12][CH:13]=[C:8]2[C:7]([C:14]2[N:15]=[C:16]([N:34]3[CH:35]=[CH:36][CH:37]=[C:32]([F:31])[C:33]3=[O:38])[C:17]3[C:22]([CH3:24])([CH3:23])[C:21](=[O:25])[NH:20][C:18]=3[N:19]=2)=[N:6]1. (2) Given the reactants [Cl:1][C:2]1[N:7]=[C:6]([NH:8][CH2:9][CH2:10][CH2:11][OH:12])[C:5]([Cl:13])=[CH:4][N:3]=1.[CH2:14]([O:16][C:17](=[O:29])[CH2:18][C@H:19]1[C:27]2[C:22](=[CH:23][C:24](O)=[CH:25][CH:26]=2)[CH2:21][CH2:20]1)[CH3:15].C1C=CC(P(C2C=CC=CC=2)C2C=CC=CC=2)=CC=1.C1CCN(C(N=NC(N2CCCCC2)=O)=O)CC1, predict the reaction product. The product is: [CH2:14]([O:16][C:17](=[O:29])[CH2:18][C@H:19]1[C:27]2[C:22](=[CH:23][C:24]([O:12][CH2:11][CH2:10][CH2:9][NH:8][C:6]3[C:5]([Cl:13])=[CH:4][N:3]=[C:2]([Cl:1])[N:7]=3)=[CH:25][CH:26]=2)[CH2:21][CH2:20]1)[CH3:15]. (3) The product is: [CH2:1]([O:3][C:4](=[O:17])[C:5]([O:8][C:9]1[CH:14]=[CH:13][C:12]([O:15][CH2:19][C:20]2[C:21]([CH2:36][O:37][CH3:38])=[N:22][C:23]([C:26]3[CH:27]=[CH:28][C:29]([C:32]([F:35])([F:33])[F:34])=[CH:30][CH:31]=3)=[CH:24][CH:25]=2)=[CH:11][C:10]=1[CH3:16])([CH3:6])[CH3:7])[CH3:2]. Given the reactants [CH2:1]([O:3][C:4](=[O:17])[C:5]([O:8][C:9]1[CH:14]=[CH:13][C:12]([OH:15])=[CH:11][C:10]=1[CH3:16])([CH3:7])[CH3:6])[CH3:2].Cl[CH2:19][C:20]1[C:21]([CH2:36][O:37][CH3:38])=[N:22][C:23]([C:26]2[CH:31]=[CH:30][C:29]([C:32]([F:35])([F:34])[F:33])=[CH:28][CH:27]=2)=[CH:24][CH:25]=1.C([O-])([O-])=O.[Cs+].[Cs+], predict the reaction product.